Dataset: Catalyst prediction with 721,799 reactions and 888 catalyst types from USPTO. Task: Predict which catalyst facilitates the given reaction. (1) Reactant: C1(C)C=CC(S(O)(=O)=[O:8])=CC=1.C1(C)C=CC(S(O)(=O)=O)=CC=1.[OH:23][CH2:24][CH:25]([CH2:27][OH:28])[OH:26].[C:29]1(=[O:35])[O:34][C:32](=[O:33])[CH:31]=[CH:30]1. Product: [OH:23][CH2:24][CH:25]([CH2:27][OH:28])[OH:26].[C:29]([O-:34])(=[O:35])/[CH:30]=[CH:31]\[C:32]([O-:8])=[O:33]. The catalyst class is: 610. (2) Reactant: C(OC([N:8]1[CH2:12][CH:11]([F:13])[CH2:10][C@@H:9]1[CH2:14][C:15]1[C:23]2[C:18](=[CH:19][CH:20]=[CH:21][CH:22]=2)[NH:17][C:16]=1[CH3:24])=O)(C)(C)C.FC(F)(F)C(O)=O. Product: [F:13][CH:11]1[CH2:12][NH:8][C@@H:9]([CH2:14][C:15]2[C:23]3[C:18](=[CH:19][CH:20]=[CH:21][CH:22]=3)[NH:17][C:16]=2[CH3:24])[CH2:10]1. The catalyst class is: 4. (3) Reactant: [CH3:1][S:2]([OH:5])(=[O:4])=[O:3].[CH2:6]([O:12][C:13]([NH:15][C:16](=[NH:51])[C:17]1[CH:22]=[CH:21][C:20]([NH:23][CH2:24][C:25]2[N:29]([CH3:30])[C:28]3[CH:31]=[CH:32][C:33]([C:35]([N:37]([C:45]4[CH:50]=[CH:49][CH:48]=[CH:47][N:46]=4)[CH2:38][CH2:39][C:40]([O:42][CH2:43][CH3:44])=[O:41])=[O:36])=[CH:34][C:27]=3[N:26]=2)=[CH:19][CH:18]=1)=[O:14])[CH2:7][CH2:8][CH2:9][CH2:10][CH3:11]. The catalyst class is: 13. Product: [CH3:1][S:2]([OH:5])(=[O:4])=[O:3].[CH2:6]([O:12][C:13]([NH:15][C:16](=[NH:51])[C:17]1[CH:22]=[CH:21][C:20]([NH:23][CH2:24][C:25]2[N:29]([CH3:30])[C:28]3[CH:31]=[CH:32][C:33]([C:35]([N:37]([C:45]4[CH:50]=[CH:49][CH:48]=[CH:47][N:46]=4)[CH2:38][CH2:39][C:40]([O:42][CH2:43][CH3:44])=[O:41])=[O:36])=[CH:34][C:27]=3[N:26]=2)=[CH:19][CH:18]=1)=[O:14])[CH2:7][CH2:8][CH2:9][CH2:10][CH3:11]. (4) Reactant: [OH:1]S(O)(=O)=O.ON=[CH:8][C:9]([NH:11][C:12]1[CH:17]=[CH:16][CH:15]=[CH:14][C:13]=1[CH:18]([CH3:20])[CH3:19])=[O:10]. Product: [CH:18]([C:13]1[CH:14]=[CH:15][CH:16]=[C:17]2[C:12]=1[NH:11][C:9](=[O:10])[C:8]2=[O:1])([CH3:20])[CH3:19]. The catalyst class is: 6. (5) Reactant: O[C:2]1[C:11]2[C:6](=[N:7][CH:8]=[CH:9][CH:10]=2)[N:5]([C:12]2[CH:17]=[CH:16][CH:15]=[CH:14][CH:13]=2)[C:4](=[O:18])[C:3]=1[C:19](=O)[CH2:20][C:21]1[CH:26]=[CH:25][CH:24]=[C:23]([N+:27]([O-:29])=[O:28])[CH:22]=1.O.[NH2:32][NH2:33]. Product: [N+:27]([C:23]1[CH:22]=[C:21]([CH:26]=[CH:25][CH:24]=1)[CH2:20][C:19]1[C:3]2[C:4](=[O:18])[N:5]([C:12]3[CH:17]=[CH:16][CH:15]=[CH:14][CH:13]=3)[C:6]3[N:7]=[CH:8][CH:9]=[CH:10][C:11]=3[C:2]=2[NH:33][N:32]=1)([O-:29])=[O:28]. The catalyst class is: 3. (6) Reactant: Cl[C:2]1[N:6]([CH2:7][CH:8]([F:10])[F:9])[N:5]=[CH:4][C:3]=1[N+:11]([O-:13])=[O:12].Br.Br.[NH:16]1[CH2:22][CH:21]([OH:23])[CH2:20][NH:19][CH2:18][CH2:17]1.CCN(C(C)C)C(C)C. The catalyst class is: 14. Product: [F:9][CH:8]([F:10])[CH2:7][N:6]1[C:2]([N:16]2[CH2:22][CH:21]([OH:23])[CH2:20][NH:19][CH2:18][CH2:17]2)=[C:3]([N+:11]([O-:13])=[O:12])[CH:4]=[N:5]1. (7) Reactant: C[O:2][C:3](=[O:36])[CH2:4][CH2:5][CH2:6][N:7]([CH2:9][CH:10]([O:12][C:13]1[C:14]2[C:21]([C:22]3[CH:27]=[CH:26][C:25]([O:28][CH3:29])=[CH:24][CH:23]=3)=[C:20]([C:30]3[CH:35]=[CH:34][CH:33]=[CH:32][CH:31]=3)[O:19][C:15]=2[N:16]=[CH:17][N:18]=1)[CH3:11])[CH3:8].[OH-].[Na+]. Product: [CH3:29][O:28][C:25]1[CH:24]=[CH:23][C:22]([C:21]2[C:14]3[C:13]([O:12][CH:10]([CH3:11])[CH2:9][N:7]([CH3:8])[CH2:6][CH2:5][CH2:4][C:3]([OH:36])=[O:2])=[N:18][CH:17]=[N:16][C:15]=3[O:19][C:20]=2[C:30]2[CH:35]=[CH:34][CH:33]=[CH:32][CH:31]=2)=[CH:27][CH:26]=1. The catalyst class is: 1. (8) Reactant: O[CH2:2][C:3]1[CH:4]=[C:5]([S:9]([NH2:12])(=[O:11])=[O:10])[CH:6]=[CH:7][CH:8]=1.P(Br)(Br)[Br:14].O.C(=O)([O-])O.[Na+]. Product: [Br:14][CH2:2][C:3]1[CH:4]=[C:5]([S:9]([NH2:12])(=[O:11])=[O:10])[CH:6]=[CH:7][CH:8]=1. The catalyst class is: 4.